Dataset: Full USPTO retrosynthesis dataset with 1.9M reactions from patents (1976-2016). Task: Predict the reactants needed to synthesize the given product. Given the product [Cl:1][C:2]1[CH:11]=[C:10]2[C:5]([CH2:6][CH2:7][N:8]([C:45]([O:47][C:48]([CH3:51])([CH3:50])[CH3:49])=[O:46])[C@H:9]2[C:12]2[CH:16]=[C:15]([C:17]([C:19]3[C:20]([NH:25][C@@H:26]4[CH2:27][C@H:28]([CH2:42][O:43][S:57](=[O:60])(=[O:59])[NH2:58])[C@@H:29]([OH:31])[CH2:30]4)=[N:21][CH:22]=[N:23][CH:24]=3)=[O:18])[S:14][C:13]=2[CH3:44])=[CH:4][CH:3]=1, predict the reactants needed to synthesize it. The reactants are: [Cl:1][C:2]1[CH:11]=[C:10]2[C:5]([CH2:6][CH2:7][N:8]([C:45]([O:47][C:48]([CH3:51])([CH3:50])[CH3:49])=[O:46])[C@H:9]2[C:12]2[CH:16]=[C:15]([C:17]([C:19]3[C:20]([NH:25][C@H:26]4[CH2:30][C@H:29]([O:31][Si](C(C)C)(C(C)C)C(C)C)[C@@H:28]([CH2:42][OH:43])[CH2:27]4)=[N:21][CH:22]=[N:23][CH:24]=3)=[O:18])[S:14][C:13]=2[CH3:44])=[CH:4][CH:3]=1.CN(C=O)C.[S:57](Cl)(=[O:60])(=[O:59])[NH2:58].